This data is from Reaction yield outcomes from USPTO patents with 853,638 reactions. The task is: Predict the reaction yield, written as a fraction of the theoretical maximum amount of product (1.0 means a 100% yield; for example, 0.34 means a 34% yield). The reactants are C(=O)([O-])[O-].[K+].[K+].[CH2:7]([O:9][CH2:10][O:11][C:12]1[CH:17]=[C:16]([O:18][CH2:19][O:20][CH2:21][CH3:22])[CH:15]=[CH:14][C:13]=1[OH:23])[CH3:8].I[CH:25]([CH3:27])[CH3:26]. The catalyst is CN(C)C=O. The product is [CH2:7]([O:9][CH2:10][O:11][C:12]1[CH:17]=[C:16]([O:18][CH2:19][O:20][CH2:21][CH3:22])[CH:15]=[CH:14][C:13]=1[O:23][CH:25]([CH3:27])[CH3:26])[CH3:8]. The yield is 0.550.